Dataset: Reaction yield outcomes from USPTO patents with 853,638 reactions. Task: Predict the reaction yield, written as a fraction of the theoretical maximum amount of product (1.0 means a 100% yield; for example, 0.34 means a 34% yield). (1) The reactants are [OH-].[Na+].[CH3:3][N:4]([C:13]1[CH:14]=[C:15]([C:19]2[CH:24]=[CH:23][C:22](/[CH:25]=[C:26](\[CH2:32][CH3:33])/[C:27]([O:29]CC)=[O:28])=[CH:21][CH:20]=2)[CH:16]=[CH:17][CH:18]=1)[C:5]([NH:7][CH2:8][CH2:9][CH2:10][CH2:11][CH3:12])=[O:6]. The catalyst is C(O)C.C(OCC)C. The product is [CH3:3][N:4]([C:13]1[CH:14]=[C:15]([C:19]2[CH:24]=[CH:23][C:22](/[CH:25]=[C:26](\[CH2:32][CH3:33])/[C:27]([OH:29])=[O:28])=[CH:21][CH:20]=2)[CH:16]=[CH:17][CH:18]=1)[C:5]([NH:7][CH2:8][CH2:9][CH2:10][CH2:11][CH3:12])=[O:6]. The yield is 0.840. (2) The reactants are [F:1][C:2]1[C:11]2[C:6](=[CH:7][CH:8]=[CH:9][CH:10]=2)[CH:5]=[CH:4][CH:3]=1.[Cl-].[CH2:13]([O:15][C:16](=[O:24])[CH2:17][CH2:18][CH2:19][CH2:20][C:21](O)=[O:22])[CH3:14].[Cl-].[Al+3].[Cl-].[Cl-]. No catalyst specified. The product is [F:1][C:2]1[C:11]2[C:6](=[CH:7][CH:8]=[CH:9][CH:10]=2)[C:5]([C:21](=[O:22])[CH2:20][CH2:19][CH2:18][CH2:17][C:16]([O:15][CH2:13][CH3:14])=[O:24])=[CH:4][CH:3]=1. The yield is 0.670. (3) The reactants are [F:1][C:2]1[C:7]([OH:8])=[CH:6][CH:5]=[C:4]([F:9])[C:3]=1[CH:10]([O:14][CH2:15][CH3:16])[C:11]([OH:13])=[O:12].[CH3:17][CH2:18]O. The catalyst is Cl. The product is [CH2:17]([O:12][C:11](=[O:13])[CH:10]([C:3]1[C:4]([F:9])=[CH:5][CH:6]=[C:7]([OH:8])[C:2]=1[F:1])[O:14][CH2:15][CH3:16])[CH3:18]. The yield is 0.930. (4) The reactants are [C:1]1([C@@H:7]2[CH2:9][C@H:8]2[C:10]([OH:12])=O)[CH:6]=[CH:5][CH:4]=[CH:3][CH:2]=1.O=C1N(P(Cl)(N2CCOC2=O)=O)CCO1.C(N(CC)CC)C.[Br:35][C:36]1[C:37]([F:46])=[C:38]2[C:44]([NH2:45])=[CH:43][NH:42][C:39]2=[N:40][CH:41]=1.C([O-])([O-])=O.[Na+].[Na+]. The catalyst is C(Cl)Cl. The product is [Br:35][C:36]1[C:37]([F:46])=[C:38]2[C:44]([NH:45][C:10]([C@@H:8]3[CH2:9][C@H:7]3[C:1]3[CH:2]=[CH:3][CH:4]=[CH:5][CH:6]=3)=[O:12])=[CH:43][NH:42][C:39]2=[N:40][CH:41]=1. The yield is 0.618. (5) The reactants are [Cl:1][C:2]1[CH:8]=[C:7]([O:9][C:10]2[C:19]3[C:14](=[CH:15][C:16]([O:22][CH3:23])=[C:17]([O:20][CH3:21])[CH:18]=3)[N:13]=[CH:12][N:11]=2)[CH:6]=[CH:5][C:3]=1[NH2:4].Cl[C:25](Cl)([O:27][C:28](=[O:34])OC(Cl)(Cl)Cl)Cl.[CH:36]1(CO)[CH2:38][CH2:37]1.C(=O)(O)[O-].[Na+]. The catalyst is C(Cl)Cl.C(N(CC)CC)C.C1(C)C=CC=CC=1. The product is [Cl:1][C:2]1[CH:8]=[C:7]([O:9][C:10]2[C:19]3[C:14](=[CH:15][C:16]([O:22][CH3:23])=[C:17]([O:20][CH3:21])[CH:18]=3)[N:13]=[CH:12][N:11]=2)[CH:6]=[CH:5][C:3]=1[NH:4][C:28](=[O:34])[O:27][CH2:25][CH:36]1[CH2:38][CH2:37]1. The yield is 0.650. (6) The reactants are C[Al](C)C.[NH2:5][C:6]1[NH:10][N:9]=[C:8]([CH2:11][CH2:12][C:13]2[CH:14]=[C:15]([CH:20]=[CH:21][CH:22]=2)[C:16]([NH:18][CH3:19])=[O:17])[CH:7]=1.[CH3:23][N:24]1[CH2:29][CH2:28][N:27]([C:30]2[CH:39]=[CH:38][C:33]([C:34](OC)=[O:35])=[CH:32][CH:31]=2)[CH2:26][CH2:25]1.Cl. The catalyst is C1(C)C=CC=CC=1.CO. The product is [CH3:19][NH:18][C:16]([C:15]1[CH:14]=[C:13]([CH2:12][CH2:11][C:8]2[CH:7]=[C:6]([NH:5][C:34](=[O:35])[C:33]3[CH:32]=[CH:31][C:30]([N:27]4[CH2:26][CH2:25][N:24]([CH3:23])[CH2:29][CH2:28]4)=[CH:39][CH:38]=3)[NH:10][N:9]=2)[CH:22]=[CH:21][CH:20]=1)=[O:17]. The yield is 0.326.